This data is from Reaction yield outcomes from USPTO patents with 853,638 reactions. The task is: Predict the reaction yield, written as a fraction of the theoretical maximum amount of product (1.0 means a 100% yield; for example, 0.34 means a 34% yield). The reactants are C(OC([N:8]1[CH2:13][CH2:12][N:11]([C:14]2[C:19]([O:20][CH2:21][CH2:22][O:23][C:24]3[CH:29]=[CH:28][CH:27]=[C:26]([CH2:30][N:31]4[CH2:36][CH2:35][O:34][CH2:33][CH2:32]4)[CH:25]=3)=[N:18][CH:17]=[CH:16][N:15]=2)[CH2:10][CH2:9]1)=O)(C)(C)C.Cl. The catalyst is CCOCC. The product is [N:11]1([C:14]2[C:19]([O:20][CH2:21][CH2:22][O:23][C:24]3[CH:29]=[CH:28][CH:27]=[C:26]([CH2:30][N:31]4[CH2:36][CH2:35][O:34][CH2:33][CH2:32]4)[CH:25]=3)=[N:18][CH:17]=[CH:16][N:15]=2)[CH2:12][CH2:13][NH:8][CH2:9][CH2:10]1. The yield is 0.290.